Dataset: Full USPTO retrosynthesis dataset with 1.9M reactions from patents (1976-2016). Task: Predict the reactants needed to synthesize the given product. (1) Given the product [CH2:1]([O:3][C:4]([C:6]1[S:26][C:9]2[N:10]=[C:11]([NH2:27])[N:12]=[C:13]([C:14]3[CH:19]=[CH:18][C:17]([Cl:20])=[C:16]([Cl:21])[CH:15]=3)[C:8]=2[CH:7]=1)=[O:5])[CH3:2], predict the reactants needed to synthesize it. The reactants are: [CH2:1]([O:3][C:4]([C:6]1[S:26][C:9]2[N:10]=[C:11](S(C)(=O)=O)[N:12]=[C:13]([C:14]3[CH:19]=[CH:18][C:17]([Cl:20])=[C:16]([Cl:21])[CH:15]=3)[C:8]=2[CH:7]=1)=[O:5])[CH3:2].[NH3:27]. (2) Given the product [Cl:1][C:2]1[CH:3]=[C:4]([CH:8]=[C:9]([Cl:11])[N:10]=1)[C:5]([O:7][C:15]([CH3:18])([CH3:17])[CH3:16])=[O:6], predict the reactants needed to synthesize it. The reactants are: [Cl:1][C:2]1[CH:3]=[C:4]([CH:8]=[C:9]([Cl:11])[N:10]=1)[C:5]([OH:7])=[O:6].C(OC(O[C:15]([CH3:18])([CH3:17])[CH3:16])=O)(O[C:15]([CH3:18])([CH3:17])[CH3:16])=O.O. (3) The reactants are: [Cl:1][C:2]1[CH:36]=[CH:35][C:5]([CH2:6][CH:7]([C:19]([NH:21][S:22]([C:25]2[CH:34]=[CH:33][C:32]3[C:27](=[CH:28][CH:29]=[CH:30][CH:31]=3)[CH:26]=2)(=[O:24])=[O:23])=[O:20])[C:8]([N:10]([CH2:17][CH3:18])[C:11]2[CH:16]=CC=C[CH:12]=2)=[O:9])=[CH:4][CH:3]=1.C([NH:40][C:41]1C=NC=[CH:45][CH:46]=1)(C)C.Cl. Given the product [ClH:1].[Cl:1][C:2]1[CH:36]=[CH:35][C:5]([CH2:6][CH:7]([C:19]([NH:21][S:22]([C:25]2[CH:34]=[CH:33][C:32]3[C:27](=[CH:28][CH:29]=[CH:30][CH:31]=3)[CH:26]=2)(=[O:24])=[O:23])=[O:20])[C:8]([N:10]([CH:11]([CH3:12])[CH3:16])[C:17]2[CH:18]=[N:40][CH:41]=[CH:46][CH:45]=2)=[O:9])=[CH:4][CH:3]=1, predict the reactants needed to synthesize it. (4) The reactants are: [OH-].[K+].[CH2:3]1[CH:5]2[CH2:6][C:7]3[C:8]([C:12]([O:14][CH2:15][CH3:16])=[O:13])=[N:9][NH:10][C:11]=3[CH:4]12.Br[CH2:18][CH:19]1[CH2:24][CH2:23][O:22][CH2:21][CH2:20]1.CC(OCC1C2C(=CC=CC=2)C(COC(C)=O)=C2C=1C=CC=C2)=O. Given the product [O:22]1[CH2:23][CH2:24][CH:19]([CH2:18][N:10]2[C:11]3[C@@H:4]4[CH2:3][C@@H:5]4[CH2:6][C:7]=3[C:8]([C:12]([O:14][CH2:15][CH3:16])=[O:13])=[N:9]2)[CH2:20][CH2:21]1, predict the reactants needed to synthesize it. (5) Given the product [CH2:4]([O:5][C:4](=[O:6])[C:3]1[CH:7]=[C:8]([N+:11]([O-:13])=[O:12])[CH:9]=[CH:10][C:2]=1[Br:1])[C:3]1[CH:7]=[CH:8][CH:9]=[CH:10][CH:2]=1, predict the reactants needed to synthesize it. The reactants are: [Br:1][C:2]1[CH:10]=[CH:9][C:8]([N+:11]([O-:13])=[O:12])=[CH:7][C:3]=1[C:4]([OH:6])=[O:5].C(=O)([O-])[O-].[K+].[K+].O.